Dataset: Reaction yield outcomes from USPTO patents with 853,638 reactions. Task: Predict the reaction yield, written as a fraction of the theoretical maximum amount of product (1.0 means a 100% yield; for example, 0.34 means a 34% yield). (1) The reactants are [CH2:1]([C:3]1[N:4]=[C:5]([CH3:25])[NH:6][C:7](=[O:24])[C:8]=1[CH2:9][C:10]1[CH:15]=[CH:14][C:13]([C:16]2[C:17]([C:22]#[N:23])=[CH:18][CH:19]=[CH:20][CH:21]=2)=[CH:12][CH:11]=1)[CH3:2].[CH:26]([O:29][C:30]1[CH:35]=[CH:34][C:33](B(O)O)=[CH:32][CH:31]=1)([CH3:28])[CH3:27].C(N(CC)CC)C.N1C=CC=CC=1. The catalyst is C([O-])(=O)C.[Cu+2].C([O-])(=O)C.C(OCC)(=O)C.C(Cl)Cl. The product is [CH2:1]([C:3]1[N:4]=[C:5]([CH3:25])[N:6]([C:33]2[CH:34]=[CH:35][C:30]([O:29][CH:26]([CH3:28])[CH3:27])=[CH:31][CH:32]=2)[C:7](=[O:24])[C:8]=1[CH2:9][C:10]1[CH:15]=[CH:14][C:13]([C:16]2[C:17]([C:22]#[N:23])=[CH:18][CH:19]=[CH:20][CH:21]=2)=[CH:12][CH:11]=1)[CH3:2]. The yield is 0.490. (2) The reactants are [CH2:1]([O:8][C:9]1[CH:14]=[CH:13][C:12]([Cl:15])=[CH:11][C:10]=1[C:16]1[CH:21]=[C:20](Cl)[N:19]=[C:18]([NH2:23])[N:17]=1)[C:2]1[CH:7]=[CH:6][CH:5]=[CH:4][CH:3]=1.[Cl:24][C:25]1[CH:31]=[CH:30][C:28]([NH2:29])=[CH:27][CH:26]=1. No catalyst specified. The product is [CH2:1]([O:8][C:9]1[CH:14]=[CH:13][C:12]([Cl:15])=[CH:11][C:10]=1[C:16]1[N:17]=[C:18]([NH2:23])[N:19]=[C:20]([NH:29][C:28]2[CH:30]=[CH:31][C:25]([Cl:24])=[CH:26][CH:27]=2)[CH:21]=1)[C:2]1[CH:7]=[CH:6][CH:5]=[CH:4][CH:3]=1. The yield is 0.980.